Dataset: Forward reaction prediction with 1.9M reactions from USPTO patents (1976-2016). Task: Predict the product of the given reaction. (1) Given the reactants [CH3:1][C:2]1[N:6]=[C:5]([CH2:7][CH:8]2[CH2:13][CH2:12][CH:11]([C:14]3[S:15][C:16]([C:19]4[CH:25]=[CH:24][C:22]([NH2:23])=[CH:21][CH:20]=4)=[CH:17][N:18]=3)[CH2:10][CH2:9]2)[O:4][N:3]=1.[F:26][C:27]1[CH:35]=[CH:34][CH:33]=[C:32]([F:36])[C:28]=1[C:29](Cl)=[O:30], predict the reaction product. The product is: [F:26][C:27]1[CH:35]=[CH:34][CH:33]=[C:32]([F:36])[C:28]=1[C:29]([NH:23][C:22]1[CH:21]=[CH:20][C:19]([C:16]2[S:15][C:14]([CH:11]3[CH2:12][CH2:13][CH:8]([CH2:7][C:5]4[O:4][N:3]=[C:2]([CH3:1])[N:6]=4)[CH2:9][CH2:10]3)=[N:18][CH:17]=2)=[CH:25][CH:24]=1)=[O:30]. (2) Given the reactants C(OC(=O)[NH:10][CH2:11][CH2:12][CH2:13][N:14]1[C:18]2[N:19]=[C:20]([NH:23][C:24]3[CH:25]=[N:26][C:27]([N:30]4[CH2:35][CH2:34][O:33][CH2:32][CH2:31]4)=[CH:28][CH:29]=3)[N:21]=[CH:22][C:17]=2[CH:16]=[CH:15]1)C1C=CC=CC=1.C(OCC)(=O)C, predict the reaction product. The product is: [NH2:10][CH2:11][CH2:12][CH2:13][N:14]1[C:18]2[N:19]=[C:20]([NH:23][C:24]3[CH:25]=[N:26][C:27]([N:30]4[CH2:35][CH2:34][O:33][CH2:32][CH2:31]4)=[CH:28][CH:29]=3)[N:21]=[CH:22][C:17]=2[CH:16]=[CH:15]1. (3) Given the reactants [CH:1]([C:4]1[N:28]=[C:7]2[N:8]=[C:9]([CH3:27])[C:10]([CH:19]([CH2:24][CH2:25][CH3:26])[C:20]([O:22]C)=[O:21])=[C:11]([C:12]3[CH:17]=[CH:16][C:15]([CH3:18])=[CH:14][CH:13]=3)[N:6]2[N:5]=1)([CH3:3])[CH3:2].[OH-].[Na+], predict the reaction product. The product is: [CH:1]([C:4]1[N:28]=[C:7]2[N:8]=[C:9]([CH3:27])[C:10]([CH:19]([CH2:24][CH2:25][CH3:26])[C:20]([OH:22])=[O:21])=[C:11]([C:12]3[CH:17]=[CH:16][C:15]([CH3:18])=[CH:14][CH:13]=3)[N:6]2[N:5]=1)([CH3:2])[CH3:3]. (4) Given the reactants [F:1][C:2]1[CH:3]=[C:4]([CH:39]=[CH:40][CH:41]=1)[C:5](/[N:7]=[C:8]1/[N:9]([C@@H:30]2[CH2:35][CH2:34][C@H:33]([C:36](O)=[O:37])[CH2:32][CH2:31]2)[C:10]2[CH:15]=[C:14]([O:16][CH2:17][CH2:18][N:19]3[CH2:24][CH2:23][CH:22]([C:25]([OH:28])([CH3:27])[CH3:26])[CH2:21][CH2:20]3)[N:13]=[CH:12][C:11]=2[NH:29]/1)=[O:6].C1N=CN(C(N2C=NC=C2)=O)C=1.Cl.[F:55][C:56]1([F:60])[CH2:59][NH:58][CH2:57]1, predict the reaction product. The product is: [F:55][C:56]1([F:60])[CH2:59][N:58]([C:36]([C@@H:33]2[CH2:34][CH2:35][C@H:30]([N:9]3[C:10]4[CH:15]=[C:14]([O:16][CH2:17][CH2:18][N:19]5[CH2:20][CH2:21][CH:22]([C:25]([OH:28])([CH3:26])[CH3:27])[CH2:23][CH2:24]5)[N:13]=[CH:12][C:11]=4[NH:29]/[C:8]/3=[N:7]\[C:5](=[O:6])[C:4]3[CH:39]=[CH:40][CH:41]=[C:2]([F:1])[CH:3]=3)[CH2:31][CH2:32]2)=[O:37])[CH2:57]1.